Dataset: HIV replication inhibition screening data with 41,000+ compounds from the AIDS Antiviral Screen. Task: Binary Classification. Given a drug SMILES string, predict its activity (active/inactive) in a high-throughput screening assay against a specified biological target. (1) The molecule is CCCCCCCCCCCCCCCCCC(=O)OCC(COC1OC(COS(=O)(=O)O)C(O)C(O)C1O)OC(=O)CCCCCCCCCCCCCCCCC.[NaH]. The result is 0 (inactive). (2) The molecule is CC(O)C1(CNc2cc(Cl)nc(N)n2)CC(CCc2ccccc2)C1. The result is 0 (inactive). (3) The result is 0 (inactive). The drug is COC(=O)NN=C(C)CC(=O)Nc1cccc([N+](=O)[O-])c1.